From a dataset of Forward reaction prediction with 1.9M reactions from USPTO patents (1976-2016). Predict the product of the given reaction. (1) Given the reactants N1C=CC=CC=1[N:7]1[C:15]2[CH2:14][CH2:13][NH:12][CH2:11][C:10]=2[N:9]=[N:8]1.[Cl:16][C:17]1[C:25]([Cl:26])=[CH:24][CH:23]=[CH:22][C:18]=1[C:19](Cl)=[O:20].Cl[C:28]1[C:36](C(F)(F)F)=[CH:35][CH:34]=[CH:33][C:29]=1C(Cl)=O.[CH3:41]CN(C(C)C)C(C)C, predict the reaction product. The product is: [Cl:16][C:17]1[C:25]([Cl:26])=[CH:24][CH:23]=[CH:22][C:18]=1[C:19]([N:12]1[CH2:13][CH:14]([CH3:41])[C:15]2[N:7]([C:28]3[CH:29]=[CH:33][CH:34]=[CH:35][CH:36]=3)[N:8]=[N:9][C:10]=2[CH2:11]1)=[O:20]. (2) Given the reactants [CH2:1]([C:3]1[N:4]([CH2:10][CH2:11][CH2:12][CH:13]([CH3:15])[CH3:14])[C:5]([CH2:8][NH2:9])=[N:6][N:7]=1)[CH3:2].[C:16]([O:19][CH2:20][C:21]1[CH:26]=[C:25]([C:27]([O:29][CH3:30])=[O:28])[CH:24]=[C:23]([CH:31]=O)[N:22]=1)(=[O:18])[CH3:17], predict the reaction product. The product is: [C:16]([O:19][CH2:20][C:21]1[CH:26]=[C:25]([C:27]([O:29][CH3:30])=[O:28])[CH:24]=[C:23]([CH2:31][NH:9][CH2:8][C:5]2[N:4]([CH2:10][CH2:11][CH2:12][CH:13]([CH3:14])[CH3:15])[C:3]([CH2:1][CH3:2])=[N:7][N:6]=2)[N:22]=1)(=[O:18])[CH3:17]. (3) The product is: [CH2:1]([C:5]1[CH:6]=[C:7]([CH:9]=[CH:10][C:11]=1[C:14]([F:19])([C:15]([F:18])([F:17])[F:16])[C:13]([F:22])([F:21])[F:12])[NH2:8])[CH:2]([CH3:4])[CH3:3]. Given the reactants [CH2:1]([C:5]1[CH:6]=[C:7]([CH:9]=[CH:10][CH:11]=1)[NH2:8])[CH:2]([CH3:4])[CH3:3].[F:12][C:13]([F:22])([F:21])[C:14](I)([F:19])[C:15]([F:18])([F:17])[F:16].C(=O)([O-])O.[Na+].S(S([O-])=O)([O-])=O.[Na+].[Na+], predict the reaction product.